This data is from Forward reaction prediction with 1.9M reactions from USPTO patents (1976-2016). The task is: Predict the product of the given reaction. (1) Given the reactants [NH2:1][C:2]1[S:3][C:4]([CH3:20])=[C:5]([C:12]2[CH:17]=[CH:16][C:15]([O:18][CH3:19])=[CH:14][CH:13]=2)[C:6]=1[C:7]([O:9][CH2:10][CH3:11])=[O:8].[C:21](Cl)(=[O:28])[C:22]1[CH:27]=[CH:26][CH:25]=[CH:24][CH:23]=1.N1C=CC=CC=1, predict the reaction product. The product is: [C:21]([NH:1][C:2]1[S:3][C:4]([CH3:20])=[C:5]([C:12]2[CH:13]=[CH:14][C:15]([O:18][CH3:19])=[CH:16][CH:17]=2)[C:6]=1[C:7]([O:9][CH2:10][CH3:11])=[O:8])(=[O:28])[C:22]1[CH:27]=[CH:26][CH:25]=[CH:24][CH:23]=1. (2) Given the reactants [F:1][C:2]1[CH:7]=[CH:6][C:5]([F:8])=[CH:4][C:3]=1[C:9]1[CH2:13][N:12]([C:14]([N:16]([C@H:18]2[CH2:23][CH2:22][NH:21][CH2:20][C@H:19]2[F:24])[CH3:17])=[O:15])[C@:11]([CH2:31][OH:32])([C:25]2[CH:30]=[CH:29][CH:28]=[CH:27][CH:26]=2)[CH:10]=1.C(O)(=O)C.[CH3:37][C:38]([CH3:40])=O.[BH-](OC(C)=O)(OC(C)=O)OC(C)=O.[Na+], predict the reaction product. The product is: [F:1][C:2]1[CH:7]=[CH:6][C:5]([F:8])=[CH:4][C:3]=1[C:9]1[CH2:13][N:12]([C:14]([N:16]([C@H:18]2[CH2:23][CH2:22][N:21]([CH:38]([CH3:40])[CH3:37])[CH2:20][C@H:19]2[F:24])[CH3:17])=[O:15])[C@:11]([CH2:31][OH:32])([C:25]2[CH:30]=[CH:29][CH:28]=[CH:27][CH:26]=2)[CH:10]=1. (3) Given the reactants [CH2:1]([O:3][C:4](=[O:19])/[CH:5]=[C:6](/[O:8][C:9]1[CH:14]=[CH:13][CH:12]=[CH:11][C:10]=1[O:15][CH:16]([CH3:18])[CH3:17])\[CH3:7])[CH3:2].[Br:20]N1C(=O)CCC1=O.C(OOC(=O)C1C=CC=CC=1)(=O)C1C=CC=CC=1, predict the reaction product. The product is: [CH2:1]([O:3][C:4](=[O:19])/[CH:5]=[C:6](/[O:8][C:9]1[CH:14]=[CH:13][CH:12]=[CH:11][C:10]=1[O:15][CH:16]([CH3:18])[CH3:17])\[CH2:7][Br:20])[CH3:2]. (4) Given the reactants [NH:1]1CCC[CH2:3][CH2:2]1.C[N:8]([C:10](ON1N=NC2C=CC(=CC1=2)Cl)=[N+:11]([CH3:13])C)[CH3:9].F[P-](F)(F)(F)(F)F.CC[N:34](C(C)C)C(C)C.[NH:41]([C:47]([O:49]CC1C2C(=CC=CC=2)C2C1=CC=CC=2)=O)[C@H:42]([C:44]([OH:46])=O)[CH3:43], predict the reaction product. The product is: [NH2:1][C@H:2]([C:47]([NH:41][C@H:42]([C:44]([NH2:34])=[O:46])[CH2:43][C:9]1[N:8]=[CH:10][NH:11][CH:13]=1)=[O:49])[CH3:3]. (5) Given the reactants [C:1]([C:4]1[CH:13]=[CH:12][C:11]([S:14](=[O:29])(=[O:28])[N:15]([C:20]2[CH:25]=[CH:24][C:23]([CH2:26][CH3:27])=[CH:22][CH:21]=2)[CH2:16][CH:17]([CH3:19])[CH3:18])=[CH:10][C:5]=1[C:6]([O:8][CH3:9])=[O:7])(=[O:3])[CH3:2].BrC(Br)=O.[NH:34]1[CH2:39][CH2:38][O:37][CH2:36][CH2:35]1, predict the reaction product. The product is: [CH2:26]([C:23]1[CH:22]=[CH:21][C:20]([N:15]([CH2:16][CH:17]([CH3:18])[CH3:19])[S:14]([C:11]2[CH:12]=[CH:13][C:4]([C:1](=[O:3])[CH2:2][N:34]3[CH2:39][CH2:38][O:37][CH2:36][CH2:35]3)=[C:5]([CH:10]=2)[C:6]([O:8][CH3:9])=[O:7])(=[O:28])=[O:29])=[CH:25][CH:24]=1)[CH3:27]. (6) Given the reactants [F:1][C:2]1[CH:16]=[C:15]([C:17]2[N:21]=[C:20]([C:22]3[CH:27]=[CH:26][C:25]([N:28]4[CH2:33][CH2:32][CH2:31][CH2:30][CH:29]4[CH3:34])=[C:24]([CH2:35][O:36][CH3:37])[CH:23]=3)[O:19][N:18]=2)[CH:14]=[CH:13][C:3]=1[O:4][CH2:5][C:6]([O:8]C(C)(C)C)=[O:7].[ClH:38], predict the reaction product. The product is: [ClH:38].[F:1][C:2]1[CH:16]=[C:15]([C:17]2[N:21]=[C:20]([C:22]3[CH:27]=[CH:26][C:25]([N:28]4[CH2:33][CH2:32][CH2:31][CH2:30][CH:29]4[CH3:34])=[C:24]([CH2:35][O:36][CH3:37])[CH:23]=3)[O:19][N:18]=2)[CH:14]=[CH:13][C:3]=1[O:4][CH2:5][C:6]([OH:8])=[O:7]. (7) Given the reactants [NH2:1][C:2]1[CH:7]=[CH:6][CH:5]=[CH:4][CH:3]=1.[Br-:8].[CH2:9]([P+:12]([C:25]1[CH:30]=[CH:29][CH:28]=[CH:27][CH:26]=1)([C:19]1[CH:24]=[CH:23][CH:22]=[CH:21][CH:20]=1)[C:13]1[CH:18]=[CH:17][CH:16]=[CH:15][CH:14]=1)[C:10]#[CH:11], predict the reaction product. The product is: [Br-:8].[NH:1]([C:10]([CH3:11])=[CH:9][P+:12]([C:19]1[CH:24]=[CH:23][CH:22]=[CH:21][CH:20]=1)([C:13]1[CH:14]=[CH:15][CH:16]=[CH:17][CH:18]=1)[C:25]1[CH:30]=[CH:29][CH:28]=[CH:27][CH:26]=1)[C:2]1[CH:7]=[CH:6][CH:5]=[CH:4][CH:3]=1.